Predict which catalyst facilitates the given reaction. From a dataset of Catalyst prediction with 721,799 reactions and 888 catalyst types from USPTO. (1) Reactant: [CH3:1][N:2]1[CH:6]=[C:5]([N:7]2[CH:11]=[CH:10][C:9]([C:12]([OH:14])=O)=[N:8]2)[CH:4]=[N:3]1.[NH2:15][C@@H:16]([CH3:33])[CH2:17][N:18]1[CH:22]=[CH:21][C:20]([C:23]2[CH:30]=[C:29]([F:31])[C:26]([C:27]#[N:28])=[C:25]([Cl:32])[CH:24]=2)=[N:19]1.CN(C=O)C. Product: [Cl:32][C:25]1[CH:24]=[C:23]([C:20]2[CH:21]=[CH:22][N:18]([CH2:17][C@@H:16]([NH:15][C:12]([C:9]3[CH:10]=[CH:11][N:7]([C:5]4[CH:4]=[N:3][N:2]([CH3:1])[CH:6]=4)[N:8]=3)=[O:14])[CH3:33])[N:19]=2)[CH:30]=[C:29]([F:31])[C:26]=1[C:27]#[N:28]. The catalyst class is: 2. (2) Reactant: [N:1]1[C:10]2[C:5](=[CH:6][C:7]([CH2:11][N:12]3[C:16]4=[N:17][C:18]([C:21]5[CH:29]=[CH:28][C:24]([C:25](O)=[O:26])=[CH:23][CH:22]=5)=[CH:19][CH:20]=[C:15]4[N:14]=[N:13]3)=[CH:8][CH:9]=2)[CH:4]=[CH:3][CH:2]=1.C1C=CC2N(O)N=[N:36]C=2C=1.CCN=C=NC[CH2:46][CH2:47][N:48]([CH3:50])[CH3:49].Cl.C(N(CC)CC)C. Product: [CH3:50][N:48]([CH3:49])[CH2:47][CH2:46][NH:36][C:25](=[O:26])[C:24]1[CH:23]=[CH:22][C:21]([C:18]2[N:17]=[C:16]3[N:12]([CH2:11][C:7]4[CH:6]=[C:5]5[C:10](=[CH:9][CH:8]=4)[N:1]=[CH:2][CH:3]=[CH:4]5)[N:13]=[N:14][C:15]3=[CH:20][CH:19]=2)=[CH:29][CH:28]=1. The catalyst class is: 18. (3) Reactant: [CH2:1]([N:3]([CH2:11][CH3:12])[C:4]1[CH:9]=[CH:8][C:7]([NH2:10])=[CH:6][CH:5]=1)[CH3:2].C=O.[ClH:15].[CH2:16](O)C.[CH3:19][O:20][C:21]1[CH:26]=[CH:25][C:24]([C:27]([C:29]2[CH:34]=[CH:33][CH:32]=[CH:31][N:30]=2)=O)=[CH:23][CH:22]=1. Product: [Cl-:15].[CH2:11]([N:3]([CH2:1][CH3:2])[C:4]1[CH:9]=[CH:8][C:7]([N:10]2[C:27]([C:24]3[CH:25]=[CH:26][C:21]([O:20][CH3:19])=[CH:22][CH:23]=3)=[C:29]3[CH:34]=[CH:33][CH:32]=[CH:31][N+:30]3=[CH:16]2)=[CH:6][CH:5]=1)[CH3:12]. The catalyst class is: 10. (4) Reactant: Cl[C:2]1[CH:7]=[CH:6][C:5]([NH:8][C:9]2[N:10]=[N:11][CH:12]=[C:13](C3C=CC(O)=CC=3)[N:14]=2)=[CH:4][C:3]=1C(F)(F)F.[CH3:26][C:27](C)([O-:29])[CH3:28].[K+].[CH3:32][NH:33][C:34]([C:36]1[CH:41]=[C:40](Cl)[CH:39]=[CH:38][N:37]=1)=[O:35].[C:43]([O-])([O-])=O.[K+].[K+].C(O[CH2:53][CH3:54])(=O)C. Product: [CH3:32][NH:33][C:34]([C:36]1[CH:41]=[C:40]([O:29][C:27]2[CH:28]=[CH:54][C:53]([C:12]3[N:11]=[N:10][C:9]([NH:8][C:5]4[CH:4]=[CH:3][CH:2]=[CH:7][CH:6]=4)=[N:14][CH:13]=3)=[CH:43][CH:26]=2)[CH:39]=[CH:38][N:37]=1)=[O:35]. The catalyst class is: 18. (5) Reactant: [C:1]([C:5]1[CH:10]=[CH:9][C:8]([NH:11][C:12]2[N:17]=[C:16]([NH2:18])[N:15]=[C:14](Cl)[N:13]=2)=[CH:7][CH:6]=1)([CH3:4])([CH3:3])[CH3:2].[F:20][C:21]1[CH:26]=[CH:25][CH:24]=[CH:23][C:22]=1[CH2:27][OH:28].[H-].[Na+]. Product: [C:1]([C:5]1[CH:10]=[CH:9][C:8]([NH:11][C:12]2[N:17]=[C:16]([NH2:18])[N:15]=[C:14]([O:28][CH2:27][C:22]3[CH:23]=[CH:24][CH:25]=[CH:26][C:21]=3[F:20])[N:13]=2)=[CH:7][CH:6]=1)([CH3:4])([CH3:3])[CH3:2]. The catalyst class is: 10. (6) Reactant: [CH3:1][O:2][C:3](=[O:20])[CH2:4][C@H:5]1[CH2:9][CH2:8][CH2:7][N:6]1[C:10]1[C:15]([N+:16]([O-])=O)=[CH:14][N:13]=[C:12]([Cl:19])[N:11]=1.[H][H]. Product: [CH3:1][O:2][C:3](=[O:20])[CH2:4][C@H:5]1[CH2:9][CH2:8][CH2:7][N:6]1[C:10]1[C:15]([NH2:16])=[CH:14][N:13]=[C:12]([Cl:19])[N:11]=1. The catalyst class is: 78.